From a dataset of Full USPTO retrosynthesis dataset with 1.9M reactions from patents (1976-2016). Predict the reactants needed to synthesize the given product. (1) Given the product [Cl:1][C:2]1[CH:24]=[CH:23][C:5]2[N:6]=[C:7]([C:9]3[CH:10]=[C:11]([C:15]4([CH3:22])[NH:20][C:19](=[S:34])[CH2:18][O:17][CH2:16]4)[CH:12]=[CH:13][CH:14]=3)[O:8][C:4]=2[CH:3]=1, predict the reactants needed to synthesize it. The reactants are: [Cl:1][C:2]1[CH:24]=[CH:23][C:5]2[N:6]=[C:7]([C:9]3[CH:10]=[C:11]([C:15]4([CH3:22])[NH:20][C:19](=O)[CH2:18][O:17][CH2:16]4)[CH:12]=[CH:13][CH:14]=3)[O:8][C:4]=2[CH:3]=1.COC1C=CC(P2(SP(C3C=CC(OC)=CC=3)(=S)S2)=[S:34])=CC=1. (2) The reactants are: C([O:8][N:9]([CH2:12][C:13]1([C:21]([NH:23][NH:24][C:25]2[N:30]=[C:29]([C:31]([F:34])([F:33])[F:32])[CH:28]=[CH:27][N:26]=2)=[O:22])[CH2:16][CH:15]([CH2:17][CH2:18][CH2:19][CH3:20])[CH2:14]1)[CH:10]=[O:11])C1C=CC=CC=1. Given the product [CH2:17]([CH:15]1[CH2:16][C:13]([CH2:12][N:9]([OH:8])[CH:10]=[O:11])([C:21]([NH:23][NH:24][C:25]2[N:30]=[C:29]([C:31]([F:33])([F:34])[F:32])[CH:28]=[CH:27][N:26]=2)=[O:22])[CH2:14]1)[CH2:18][CH2:19][CH3:20], predict the reactants needed to synthesize it. (3) Given the product [Cl:1][C:2]1[N:7]=[C:6]([C:12]2[C:13]3[C:18](=[CH:17][CH:16]=[CH:15][CH:14]=3)[NH:10][CH:11]=2)[C:5]([F:9])=[CH:4][N:3]=1, predict the reactants needed to synthesize it. The reactants are: [Cl:1][C:2]1[N:7]=[C:6](Cl)[C:5]([F:9])=[CH:4][N:3]=1.[NH:10]1[C:18]2[C:13](=[CH:14][CH:15]=[CH:16][CH:17]=2)[CH:12]=[CH:11]1. (4) Given the product [CH3:1][CH:2]([CH:6]=[CH2:7])[C:3]([O:5][CH2:14][C:8]1[CH:13]=[CH:12][CH:11]=[CH:10][CH:9]=1)=[O:4], predict the reactants needed to synthesize it. The reactants are: [CH3:1][CH:2]([CH:6]=[CH2:7])[C:3]([OH:5])=[O:4].[C:8]1([CH2:14]O)[CH:13]=[CH:12][CH:11]=[CH:10][CH:9]=1.C(=NC1CCCCC1)=NC1CCCCC1. (5) Given the product [Cl:7][C:8]1[CH:9]=[C:10]2[CH:4]=[C:2]([C:1]([OH:6])=[O:5])[NH:14][C:11]2=[N:12][CH:13]=1, predict the reactants needed to synthesize it. The reactants are: [C:1]([OH:6])(=[O:5])[C:2]([CH3:4])=O.[Cl:7][C:8]1[CH:9]=[C:10](I)[C:11]([NH2:14])=[N:12][CH:13]=1.C1N2CCN(CC2)C1.